The task is: Regression/Classification. Given a drug SMILES string, predict its absorption, distribution, metabolism, or excretion properties. Task type varies by dataset: regression for continuous measurements (e.g., permeability, clearance, half-life) or binary classification for categorical outcomes (e.g., BBB penetration, CYP inhibition). Dataset: cyp2c9_veith.. This data is from CYP2C9 inhibition data for predicting drug metabolism from PubChem BioAssay. (1) The result is 0 (non-inhibitor). The drug is Cc1ccc(CN2CCN(Cc3ccc(C)o3)[C@@H](C)C2)o1. (2) The drug is c1ccc([C@H](c2cccc3c2ccc2ccccc23)[C@H](c2ccccc2)c2cccc3c2ccc2ccccc23)cc1. The result is 0 (non-inhibitor).